From a dataset of Forward reaction prediction with 1.9M reactions from USPTO patents (1976-2016). Predict the product of the given reaction. (1) Given the reactants [CH3:1][CH:2]1[CH2:6][CH2:5][CH2:4][N:3]1[CH2:7][CH2:8][CH2:9][O:10][C:11]1[CH:16]=[CH:15][C:14]([C:17]2[N:18]3[C:22]([N:23]=[C:24]4[CH2:30][CH2:29]CC[CH2:26][C:25]=24)=[CH:21][CH:20]=[N:19]3)=[CH:13][CH:12]=1.ClCCCOC1C=CC(C2N3C(=CC=N3)N=C3C=2CCC3)=CC=1.CC1CCCN1, predict the reaction product. The product is: [CH3:1][CH:2]1[CH2:6][CH2:5][CH2:4][N:3]1[CH2:7][CH2:8][CH2:9][O:10][C:11]1[CH:16]=[CH:15][C:14]([C:17]2[N:18]3[C:22](=[CH:21][CH:20]=[N:19]3)[N:23]=[C:24]3[C:25]=2[CH2:26][CH2:29][CH2:30]3)=[CH:13][CH:12]=1. (2) Given the reactants [OH:1][C:2]1[CH:7]=[CH:6][C:5]([CH2:8][C:9]([OH:11])=O)=[CH:4][CH:3]=1.[CH2:12]([C:14]1[CH:19]=[CH:18][C:17]([NH2:20])=[CH:16][CH:15]=1)[CH3:13].CN(C(ON1N=NC2C=CC=CC1=2)=[N+](C)C)C.[B-](F)(F)(F)F.CN1CCOCC1, predict the reaction product. The product is: [CH2:12]([C:14]1[CH:19]=[CH:18][C:17]([NH:20][C:9](=[O:11])[CH2:8][C:5]2[CH:4]=[CH:3][C:2]([OH:1])=[CH:7][CH:6]=2)=[CH:16][CH:15]=1)[CH3:13]. (3) Given the reactants [Cl-].[Cl-].[Cl-].[Al+3].[C:5]1([CH3:15])[CH:10]=[CH:9][C:8]([CH2:11][C:12](Cl)=[O:13])=[CH:7][CH:6]=1.[Cl:16][C:17]1[CH:24]=[CH:23][CH:22]=[CH:21][C:18]=1[CH:19]=[CH2:20], predict the reaction product. The product is: [Cl:16][C:17]1[CH:24]=[CH:23][CH:22]=[CH:21][C:18]=1[CH:19]1[C:9]2[C:8](=[CH:7][CH:6]=[C:5]([CH3:15])[CH:10]=2)[CH2:11][C:12](=[O:13])[CH2:20]1.